Dataset: Catalyst prediction with 721,799 reactions and 888 catalyst types from USPTO. Task: Predict which catalyst facilitates the given reaction. (1) Reactant: [C:1]([O:5][C:6]([N:8]1[CH2:12][CH2:11][CH2:10][C@H:9]1[C:13]([OH:15])=O)=[O:7])([CH3:4])([CH3:3])[CH3:2].CN(C(ON1N=NC2C=CC=NC1=2)=[N+](C)C)C.F[P-](F)(F)(F)(F)F.CCN(C(C)C)C(C)C.[NH2:49][N:50]1[CH:54]=[CH:53][CH:52]=[C:51]1[C:55]([NH:57][C:58]1[CH:63]=[CH:62][CH:61]=[CH:60][CH:59]=1)=[O:56]. Product: [C:58]1([NH:57][C:55]([C:51]2[N:50]([NH:49][C:13]([C@@H:9]3[CH2:10][CH2:11][CH2:12][N:8]3[C:6]([O:5][C:1]([CH3:2])([CH3:3])[CH3:4])=[O:7])=[O:15])[CH:54]=[CH:53][CH:52]=2)=[O:56])[CH:59]=[CH:60][CH:61]=[CH:62][CH:63]=1. The catalyst class is: 9. (2) Reactant: [NH2:1][C:2]1[C:3]([CH3:18])=[CH:4][C:5]([CH3:17])=[C:6]2[C:10]=1[N:9]([CH2:11][CH2:12][CH2:13][CH2:14][CH2:15][CH3:16])[CH2:8][CH2:7]2.[CH2:19]([N:23]=[C:24]=[O:25])[CH2:20][CH2:21][CH3:22].O. Product: [CH2:19]([NH:23][C:24]([NH:1][C:2]1[C:3]([CH3:18])=[CH:4][C:5]([CH3:17])=[C:6]2[C:10]=1[N:9]([CH2:11][CH2:12][CH2:13][CH2:14][CH2:15][CH3:16])[CH2:8][CH2:7]2)=[O:25])[CH2:20][CH2:21][CH3:22]. The catalyst class is: 22. (3) Reactant: CN(C(ON1N=NC2C=CC=NC1=2)=[N+](C)C)C.F[P-](F)(F)(F)(F)F.[NH2:25][CH2:26][C:27]1[C:28]([F:44])=[C:29]([O:34][C:35]2[CH:36]=[C:37]([CH:40]=[C:41]([Cl:43])[CH:42]=2)[C:38]#[N:39])[C:30]([Cl:33])=[CH:31][CH:32]=1.[CH3:45][C:46]([O:49][C:50]([NH:52][C:53]1[CH:54]=[C:55]2[C:59](=[CH:60][CH:61]=1)[NH:58][C:57]([C:62](O)=[O:63])=[CH:56]2)=[O:51])([CH3:48])[CH3:47].CCN(C(C)C)C(C)C. Product: [Cl:33][C:30]1[CH:31]=[CH:32][C:27]([CH2:26][NH:25][C:62]([C:57]2[NH:58][C:59]3[C:55]([CH:56]=2)=[CH:54][C:53]([NH:52][C:50](=[O:51])[O:49][C:46]([CH3:47])([CH3:45])[CH3:48])=[CH:61][CH:60]=3)=[O:63])=[C:28]([F:44])[C:29]=1[O:34][C:35]1[CH:36]=[C:37]([C:38]#[N:39])[CH:40]=[C:41]([Cl:43])[CH:42]=1. The catalyst class is: 173.